From a dataset of Full USPTO retrosynthesis dataset with 1.9M reactions from patents (1976-2016). Predict the reactants needed to synthesize the given product. The reactants are: [CH2:1]([N:8]1[CH:13]2[CH:14]([OH:16])[CH2:15][CH:9]1[CH2:10][C:11](=O)[CH2:12]2)[C:2]1[CH:7]=[CH:6][CH:5]=[CH:4][CH:3]=1.CC1C=CC(S([CH2:28][N+:29]#[C-])(=O)=O)=CC=1.CC([O-])(C)C.[K+]. Given the product [CH2:1]([N:8]1[CH:13]2[CH:14]([OH:16])[CH2:15][CH:9]1[CH2:10][CH:11]([C:28]#[N:29])[CH2:12]2)[C:2]1[CH:7]=[CH:6][CH:5]=[CH:4][CH:3]=1, predict the reactants needed to synthesize it.